This data is from Forward reaction prediction with 1.9M reactions from USPTO patents (1976-2016). The task is: Predict the product of the given reaction. (1) Given the reactants [CH3:1][C:2]1[CH:7]=[C:6]([CH2:8][CH3:9])[C:5]([NH2:10])=[C:4]([CH2:11][CH3:12])[C:3]=1[NH2:13].[CH3:14][C:15]1[C:20]([NH2:21])=[C:19]([CH2:22][CH3:23])[CH:18]=[C:17]([CH2:24][CH3:25])[C:16]=1[NH2:26], predict the reaction product. The product is: [CH3:25][CH2:24][C:17]1[C:16]([NH2:26])=[C:15]([CH3:14])[C:20]([NH2:21])=[C:19]([CH2:22][CH3:23])[CH:18]=1.[CH3:9][CH2:8][C:6]1[CH:7]=[C:2]([CH3:1])[C:3]([NH2:13])=[C:4]([CH2:11][CH3:12])[C:5]=1[NH2:10]. (2) Given the reactants Br[C:2]1[CH:3]=[N:4][N:5]([C:27]2[CH:34]=[CH:33][C:30]([C:31]#[N:32])=[CH:29][CH:28]=2)[C:6]=1[C:7]1[C:8](=[O:26])[N:9]([CH3:25])[C:10](=[O:24])[N:11]([C:14]2[CH:19]=[CH:18][CH:17]=[C:16]([C:20]([F:23])([F:22])[F:21])[CH:15]=2)[C:12]=1[CH3:13].C([Sn](CCCC)(CCCC)[C:40]([O:42]CC)=[CH2:41])CCC.Cl.C(OCC)(=O)C, predict the reaction product. The product is: [C:40]([C:2]1[CH:3]=[N:4][N:5]([C:27]2[CH:34]=[CH:33][C:30]([C:31]#[N:32])=[CH:29][CH:28]=2)[C:6]=1[C:7]1[C:8](=[O:26])[N:9]([CH3:25])[C:10](=[O:24])[N:11]([C:14]2[CH:19]=[CH:18][CH:17]=[C:16]([C:20]([F:23])([F:22])[F:21])[CH:15]=2)[C:12]=1[CH3:13])(=[O:42])[CH3:41]. (3) Given the reactants [Cl:1][CH2:2][CH2:3][CH2:4][S:5]([O:8][CH2:9][C:10]([CH3:24])([CH3:23])[C@@H:11]([O:15][CH2:16][C:17]1[CH:22]=[CH:21][CH:20]=[CH:19][CH:18]=1)[C:12]([OH:14])=[O:13])(=[O:7])=[O:6].C(Cl)(=O)C(Cl)=O.[N:31]1([CH2:37][CH2:38]O)[CH2:36][CH2:35][O:34][CH2:33][CH2:32]1.N1C=CC=CC=1, predict the reaction product. The product is: [Cl:1][CH2:2][CH2:3][CH2:4][S:5]([O:8][CH2:9][C:10]([CH3:24])([CH3:23])[C@@H:11]([O:15][CH2:16][C:17]1[CH:22]=[CH:21][CH:20]=[CH:19][CH:18]=1)[C:12]([O:14][CH2:38][CH2:37][N:31]1[CH2:36][CH2:35][O:34][CH2:33][CH2:32]1)=[O:13])(=[O:6])=[O:7]. (4) Given the reactants [F:1][C:2]1[CH:7]=[CH:6][C:5]([CH:8]([CH3:13])[C:9]([O:11][CH3:12])=[O:10])=[CH:4][CH:3]=1.[N+:14]([O-])([OH:16])=[O:15].O, predict the reaction product. The product is: [F:1][C:2]1[CH:3]=[CH:4][C:5]([CH:8]([CH3:13])[C:9]([O:11][CH3:12])=[O:10])=[CH:6][C:7]=1[N+:14]([O-:16])=[O:15].